This data is from Reaction yield outcomes from USPTO patents with 853,638 reactions. The task is: Predict the reaction yield, written as a fraction of the theoretical maximum amount of product (1.0 means a 100% yield; for example, 0.34 means a 34% yield). (1) The reactants are [CH3:1][N:2]1[C:10]2[C:5](=[CH:6][CH:7]=[CH:8][CH:9]=2)[C:4]([CH2:11][CH:12]([CH3:14])[CH3:13])=[C:3]1[C:15]([NH:17][C@H:18]([C:23]([NH:25][CH:26]([C:35](=[O:48])[CH2:36][O:37][C:38]1[C:43]([F:44])=[C:42]([F:45])[CH:41]=[C:40]([F:46])[C:39]=1[F:47])[CH2:27][C:28]([O:30]C(C)(C)C)=[O:29])=[O:24])[CH2:19][CH:20]([CH3:22])[CH3:21])=[O:16].C(O)(C(F)(F)F)=O. No catalyst specified. The product is [CH3:1][N:2]1[C:10]2[C:5](=[CH:6][CH:7]=[CH:8][CH:9]=2)[C:4]([CH2:11][CH:12]([CH3:14])[CH3:13])=[C:3]1[C:15]([NH:17][C@H:18]([C:23]([NH:25][CH:26]([C:35](=[O:48])[CH2:36][O:37][C:38]1[C:43]([F:44])=[C:42]([F:45])[CH:41]=[C:40]([F:46])[C:39]=1[F:47])[CH2:27][C:28]([OH:30])=[O:29])=[O:24])[CH2:19][CH:20]([CH3:21])[CH3:22])=[O:16]. The yield is 0.670. (2) The reactants are [CH2:1]1[C:10]2[C:5](=[CH:6][C:7]([O:11][C:12]3[CH:20]=[CH:19][C:15]([C:16]([NH2:18])=[O:17])=[CH:14][CH:13]=3)=[CH:8][CH:9]=2)[CH2:4][CH2:3][NH:2]1.CN(C=O)C.CCN(CC)CC.[CH2:33](Br)[CH2:34][CH2:35][CH2:36][CH3:37]. The catalyst is C(OCC)(=O)C. The product is [CH2:33]([N:2]1[CH2:3][CH2:4][C:5]2[C:10](=[CH:9][CH:8]=[C:7]([O:11][C:12]3[CH:20]=[CH:19][C:15]([C:16]([NH2:18])=[O:17])=[CH:14][CH:13]=3)[CH:6]=2)[CH2:1]1)[CH2:34][CH2:35][CH2:36][CH3:37]. The yield is 0.770. (3) The reactants are [CH:1]1([NH:4][C:5]([NH:7][C:8]2[CH:13]=[CH:12][C:11]([O:14][C:15]3[CH:20]=[CH:19][N:18]=[C:17]4[CH:21]=[C:22]([C:24]5[CH:29]=[CH:28][C:27]([CH2:30][NH:31][CH2:32][CH2:33][O:34][CH3:35])=[CH:26][N:25]=5)[S:23][C:16]=34)=[C:10]([F:36])[CH:9]=2)=[O:6])[CH2:3][CH2:2]1.C([NH:44][C@H:45]([C:49](O)=[O:50])[CH:46]([CH3:48])[CH3:47])(OC(C)(C)C)=O.CCN(C(C)C)C(C)C. The catalyst is CN(C=O)C.ClCCl.FC(F)(F)C(O)=O. The product is [NH2:44][C@H:45]([CH:46]([CH3:48])[CH3:47])[C:49]([N:31]([CH2:30][C:27]1[CH:26]=[N:25][C:24]([C:22]2[S:23][C:16]3[C:17](=[N:18][CH:19]=[CH:20][C:15]=3[O:14][C:11]3[CH:12]=[CH:13][C:8]([NH:7][C:5]([NH:4][CH:1]4[CH2:3][CH2:2]4)=[O:6])=[CH:9][C:10]=3[F:36])[CH:21]=2)=[CH:29][CH:28]=1)[CH2:32][CH2:33][O:34][CH3:35])=[O:50]. The yield is 0.500. (4) The reactants are [F:1][C:2]1[CH:3]=[CH:4][C:5](I)=[C:6]([CH:10]=1)[C:7]([OH:9])=[O:8].[N:12]1[NH:13][N:14]=[CH:15][CH:16]=1.C([O-])([O-])=O.[Cs+].[Cs+].CN(C)[C@@H]1CCCC[C@H]1N. The catalyst is O.[Cu]I.CN(C=O)C. The product is [F:1][C:2]1[CH:3]=[CH:4][C:5]([N:13]2[N:14]=[CH:15][CH:16]=[N:12]2)=[C:6]([CH:10]=1)[C:7]([OH:9])=[O:8]. The yield is 0.710. (5) The yield is 0.800. The reactants are [CH2:1]([O:3][CH:4]([O:14][CH2:15][CH3:16])[CH2:5][O:6][C:7]1[CH:8]=[CH:9][C:10](F)=[N:11][CH:12]=1)[CH3:2].CC(C)([O-])C.[K+].[CH3:23][C:24]1[N:25]=[CH:26][C:27]([NH:30][C:31]2[C:40]3[C:35](=[CH:36][CH:37]=[C:38]([OH:41])[CH:39]=3)[N:34]=[CH:33][N:32]=2)=[N:28][CH:29]=1. The catalyst is CS(C)=O. The product is [CH2:1]([O:3][CH:4]([O:14][CH2:15][CH3:16])[CH2:5][O:6][C:7]1[CH:8]=[CH:9][C:10]([O:41][C:38]2[CH:39]=[C:40]3[C:35](=[CH:36][CH:37]=2)[N:34]=[CH:33][N:32]=[C:31]3[NH:30][C:27]2[CH:26]=[N:25][C:24]([CH3:23])=[CH:29][N:28]=2)=[N:11][CH:12]=1)[CH3:2].